From a dataset of Full USPTO retrosynthesis dataset with 1.9M reactions from patents (1976-2016). Predict the reactants needed to synthesize the given product. (1) Given the product [CH:1]([C@@H:4]1[CH2:8][O:7][C:6](=[O:9])[N:5]1[C:10]1[CH:11]=[CH:12][C:13]([C:14]([N:29]2[CH2:30][CH2:31][N:26]([C:23]3[CH:22]=[CH:21][C:20]([CH3:19])=[CH:25][N:24]=3)[CH2:27][CH2:28]2)=[O:16])=[CH:17][CH:18]=1)([CH3:2])[CH3:3], predict the reactants needed to synthesize it. The reactants are: [CH:1]([C@@H:4]1[CH2:8][O:7][C:6](=[O:9])[N:5]1[C:10]1[CH:18]=[CH:17][C:13]([C:14]([OH:16])=O)=[CH:12][CH:11]=1)([CH3:3])[CH3:2].[CH3:19][C:20]1[CH:21]=[CH:22][C:23]([N:26]2[CH2:31][CH2:30][NH:29][CH2:28][CH2:27]2)=[N:24][CH:25]=1. (2) Given the product [Br:1][C:2]1[N:7]=[C:6]([CH2:8][C:9]([NH:32][NH:31][C:29]([CH:26]2[CH2:28][CH2:27]2)=[O:30])=[O:11])[CH:5]=[CH:4][CH:3]=1, predict the reactants needed to synthesize it. The reactants are: [Br:1][C:2]1[N:7]=[C:6]([CH2:8][C:9]([OH:11])=O)[CH:5]=[CH:4][CH:3]=1.C(Cl)CCl.C1C=CC2N(O)N=NC=2C=1.[CH:26]1([C:29]([NH:31][NH2:32])=[O:30])[CH2:28][CH2:27]1.CCN(C(C)C)C(C)C. (3) Given the product [CH:37]1([N:34]2[C:35]3[C:30](=[CH:29][C:28]([F:44])=[C:27]([N:11]4[CH2:12][CH2:13][N:8]([C:7]5[CH:6]=[CH:5][C:4]([N:14]6[CH2:18][C@H:17]([CH2:19][NH:20][S:21]([CH3:24])(=[O:22])=[O:23])[O:16][C:15]6=[O:25])=[CH:3][C:2]=5[F:1])[CH2:9][CH2:10]4)[N:36]=3)[C:31](=[O:43])[C:32]([C:40]([OH:42])=[O:41])=[CH:33]2)[CH2:38][CH2:39]1, predict the reactants needed to synthesize it. The reactants are: [F:1][C:2]1[CH:3]=[C:4]([N:14]2[CH2:18][C@H:17]([CH2:19][NH:20][S:21]([CH3:24])(=[O:23])=[O:22])[O:16][C:15]2=[O:25])[CH:5]=[CH:6][C:7]=1[N:8]1[CH2:13][CH2:12][NH:11][CH2:10][CH2:9]1.Cl[C:27]1[N:36]=[C:35]2[C:30]([C:31](=[O:43])[C:32]([C:40]([OH:42])=[O:41])=[CH:33][N:34]2[CH:37]2[CH2:39][CH2:38]2)=[CH:29][C:28]=1[F:44]. (4) Given the product [C:1]([O:5][C:6]1[CH:7]=[C:8]([CH:12]=[CH:13][CH:14]=1)[C:9]([NH:34][C:27]1[C:28]2[C:33](=[CH:32][CH:31]=[CH:30][CH:29]=2)[C:24]([O:23][C:21]2[CH:20]=[CH:19][N:18]=[C:17]([S:16][CH3:15])[N:22]=2)=[CH:25][CH:26]=1)=[O:11])([CH3:2])([CH3:3])[CH3:4], predict the reactants needed to synthesize it. The reactants are: [C:1]([O:5][C:6]1[CH:7]=[C:8]([CH:12]=[CH:13][CH:14]=1)[C:9]([OH:11])=O)([CH3:4])([CH3:3])[CH3:2].[CH3:15][S:16][C:17]1[N:22]=[C:21]([O:23][C:24]2[C:33]3[C:28](=[CH:29][CH:30]=[CH:31][CH:32]=3)[C:27]([NH2:34])=[CH:26][CH:25]=2)[CH:20]=[CH:19][N:18]=1.